This data is from Reaction yield outcomes from USPTO patents with 853,638 reactions. The task is: Predict the reaction yield, written as a fraction of the theoretical maximum amount of product (1.0 means a 100% yield; for example, 0.34 means a 34% yield). (1) The reactants are [Br:1][C:2]1[CH:7]=[CH:6][C:5]([CH2:8][CH2:9][NH2:10])=[CH:4][C:3]=1[O:11][C:12]([F:15])([F:14])[F:13].[C:16](O[C:16]([O:18][C:19]([CH3:22])([CH3:21])[CH3:20])=[O:17])([O:18][C:19]([CH3:22])([CH3:21])[CH3:20])=[O:17]. The catalyst is C1COCC1. The product is [Br:1][C:2]1[CH:7]=[CH:6][C:5]([CH2:8][CH2:9][NH:10][C:16](=[O:17])[O:18][C:19]([CH3:22])([CH3:21])[CH3:20])=[CH:4][C:3]=1[O:11][C:12]([F:14])([F:13])[F:15]. The yield is 0.400. (2) The reactants are [NH2:1][C:2]1[C:3]([C:9](O)=O)=[N:4][C:5]([Br:8])=[CH:6][N:7]=1.[C:12]1([NH2:19])[C:13]([NH2:18])=[CH:14][CH:15]=[CH:16][CH:17]=1.C(OP(C#N)(OCC)=O)C.C(N(CC)CC)C.C. The catalyst is COCCOC.CCOC(C)=O.O. The product is [NH:18]1[C:13]2[CH:14]=[CH:15][CH:16]=[CH:17][C:12]=2[N:19]=[C:9]1[C:3]1[C:2]([NH2:1])=[N:7][CH:6]=[C:5]([Br:8])[N:4]=1. The yield is 0.600. (3) The reactants are O[C:2]1[C:3]([C:11]([OH:13])=[O:12])=[N:4][N:5]([CH3:10])[C:6](=[O:9])[C:7]=1[CH3:8].O=P(Cl)(Cl)[Cl:16]. The catalyst is CN(C=O)C. The product is [Cl:16][C:2]1[C:3]([C:11]([OH:13])=[O:12])=[N:4][N:5]([CH3:10])[C:6](=[O:9])[C:7]=1[CH3:8]. The yield is 0.300. (4) The reactants are Cl[C:2]1[C:11]2[C:6](=[CH:7][CH:8]=[C:9]([F:12])[CH:10]=2)[N:5]=[CH:4][CH:3]=1.[NH:13]1[CH2:18][CH2:17][CH:16]([CH2:19][NH:20][C:21](=[O:27])[O:22][C:23]([CH3:26])([CH3:25])[CH3:24])[CH2:15][CH2:14]1.CCN(C(C)C)C(C)C. The catalyst is CN1C(=O)CCC1. The product is [F:12][C:9]1[CH:10]=[C:11]2[C:6](=[CH:7][CH:8]=1)[N:5]=[CH:4][CH:3]=[C:2]2[N:13]1[CH2:18][CH2:17][CH:16]([CH2:19][NH:20][C:21](=[O:27])[O:22][C:23]([CH3:25])([CH3:24])[CH3:26])[CH2:15][CH2:14]1. The yield is 0.740. (5) The reactants are [C:1]([CH:4]([C:13]([O:15][CH2:16][CH3:17])=[O:14])[CH2:5][CH:6]=[CH:7][C:8]([O:10][CH2:11][CH3:12])=[O:9])(=[O:3])[CH3:2].[CH3:18][O:19][C:20]1[CH:25]=[CH:24][C:23](/[CH:26]=[CH:27]/[N+:28]([O-:30])=[O:29])=[CH:22][CH:21]=1. The catalyst is C(OCC)C. The product is [CH2:11]([O:10][C:8]([CH2:7][C@@H:6]1[CH2:5][C@@:4]([C:1](=[O:3])[CH3:2])([C:13]([O:15][CH2:16][CH3:17])=[O:14])[C@@H:26]([C:23]2[CH:22]=[CH:21][C:20]([O:19][CH3:18])=[CH:25][CH:24]=2)[C@@H:27]1[N+:28]([O-:30])=[O:29])=[O:9])[CH3:12]. The yield is 0.830. (6) The reactants are [Br:1][C:2]1[NH:10][C:9]2[C:8](=[O:11])[N:7]([CH3:12])[C:6](=[O:13])[N:5]([CH3:14])[C:4]=2[N:3]=1.[Br:15][C:16]1[CH:21]=[CH:20][CH:19]=[C:18]([CH2:22]Br)[CH:17]=1.C(=O)([O-])[O-].[K+].[K+]. The catalyst is CN(C=O)C.O. The product is [Br:1][C:2]1[N:10]([CH2:22][C:18]2[CH:19]=[CH:20][CH:21]=[C:16]([Br:15])[CH:17]=2)[C:9]2[C:8](=[O:11])[N:7]([CH3:12])[C:6](=[O:13])[N:5]([CH3:14])[C:4]=2[N:3]=1. The yield is 0.919.